This data is from Retrosynthesis with 50K atom-mapped reactions and 10 reaction types from USPTO. The task is: Predict the reactants needed to synthesize the given product. (1) Given the product CCCCCCc1cccc(-c2nc(CCCOC)c(C(=O)N3CCC(N4CCCC4)CC3)n2C)c1, predict the reactants needed to synthesize it. The reactants are: CCCCCCc1cccc(-c2nc(C#CCOC)c(C(=O)N3CCC(N4CCCC4)CC3)n2C)c1. (2) Given the product COCC=Nc1c(C)cccc1C, predict the reactants needed to synthesize it. The reactants are: COCC=O.Cc1cccc(C)c1N. (3) Given the product CC[C@@H]1C(=O)N(C)c2cnc(Nc3ccc(O)cc3)nc2N1C1CCCC1, predict the reactants needed to synthesize it. The reactants are: CC[C@@H]1C(=O)N(C)c2cnc(Cl)nc2N1C1CCCC1.Nc1ccc(O)cc1. (4) Given the product Cn1c2c(c(=O)n1-c1cnc3ccccc3n1)CN(C(=O)OC(C)(C)C)CC2, predict the reactants needed to synthesize it. The reactants are: CC(C)(C)OC(=O)N1CCc2[nH]n(-c3cnc4ccccc4n3)c(=O)c2C1.CI.